This data is from Full USPTO retrosynthesis dataset with 1.9M reactions from patents (1976-2016). The task is: Predict the reactants needed to synthesize the given product. (1) Given the product [ClH:38].[ClH:38].[CH:1]1([NH:4][C:5]([NH:6][C:7]2[CH:35]=[CH:34][C:10]([O:11][C:12]3[CH:17]=[CH:16][N:15]=[C:14]4[CH:18]=[C:19]([C:21]5[CH2:26][CH2:25][NH:24][CH2:23][CH:22]=5)[S:20][C:13]=34)=[C:9]([F:36])[CH:8]=2)=[O:37])[CH2:3][CH2:2]1, predict the reactants needed to synthesize it. The reactants are: [CH:1]1([NH:4][C:5](=[O:37])[NH:6][C:7]2[CH:35]=[CH:34][C:10]([O:11][C:12]3[CH:17]=[CH:16][N:15]=[C:14]4[CH:18]=[C:19]([C:21]5[CH2:26][CH2:25][N:24](C(OCCCC)=O)[CH2:23][CH:22]=5)[S:20][C:13]=34)=[C:9]([F:36])[CH:8]=2)[CH2:3][CH2:2]1.[ClH:38].CCOC(C)=O. (2) The reactants are: [O-]S(S([O-])=O)=O.[Na+].[Na+].[C:9]([O:13][C:14](=[O:37])[N:15]([C:27]1[CH:32]=[CH:31][C:30]([N+:33]([O-])=O)=[C:29]([CH3:36])[CH:28]=1)[CH2:16][C:17]1[CH:22]=[CH:21][C:20]([C:23]([F:26])([F:25])[F:24])=[CH:19][CH:18]=1)([CH3:12])([CH3:11])[CH3:10].C(=O)([O-])[O-].[K+].[K+]. Given the product [C:9]([O:13][C:14](=[O:37])[N:15]([C:27]1[CH:32]=[CH:31][C:30]([NH2:33])=[C:29]([CH3:36])[CH:28]=1)[CH2:16][C:17]1[CH:22]=[CH:21][C:20]([C:23]([F:24])([F:26])[F:25])=[CH:19][CH:18]=1)([CH3:12])([CH3:11])[CH3:10], predict the reactants needed to synthesize it. (3) The reactants are: ClC1C=CC2NC(SC)=NC=2C=1NC(C1OC=CC=1)=[O:15].[Cl:21][C:22]1[CH:34]=[CH:33][C:25]2[NH:26][C:27]([S:29]([CH3:32])(=[O:31])=[O:30])=[N:28][C:24]=2[C:23]=1[NH:35][C:36](=[O:43])[C:37]1C=C[CH:40]=[CH:39][CH:38]=1. Given the product [Cl:21][C:22]1[CH:34]=[CH:33][C:25]2[NH:26][C:27]([S:29]([CH3:32])(=[O:31])=[O:30])=[N:28][C:24]=2[C:23]=1[NH:35][C:36]([C:37]1[O:15][CH:40]=[CH:39][CH:38]=1)=[O:43], predict the reactants needed to synthesize it. (4) The reactants are: [NH2:1][C:2]1[N:7]=[CH:6][C:5]([S:8]([C:11]2[CH:12]=[CH:13][C:14]([C:17]#[N:18])=[N:15][CH:16]=2)(=[O:10])=[O:9])=[CH:4][CH:3]=1.[H][H]. Given the product [NH2:18][CH2:17][C:14]1[N:15]=[CH:16][C:11]([S:8]([C:5]2[CH:4]=[CH:3][C:2]([NH2:1])=[N:7][CH:6]=2)(=[O:10])=[O:9])=[CH:12][CH:13]=1, predict the reactants needed to synthesize it. (5) Given the product [Br:1][C:2]1[CH:7]=[CH:6][C:5]([N:14]2[C:15](=[O:22])[C:16]3[C:21](=[CH:20][CH:19]=[CH:18][CH:17]=3)[C:13]2=[O:12])=[C:4]([N+:9]([O-:11])=[O:10])[CH:3]=1, predict the reactants needed to synthesize it. The reactants are: [Br:1][C:2]1[CH:7]=[CH:6][C:5](F)=[C:4]([N+:9]([O-:11])=[O:10])[CH:3]=1.[O:12]=[C:13]1[C:21]2[C:16](=[CH:17][CH:18]=[CH:19][CH:20]=2)[C:15](=[O:22])[N-:14]1.[K+].CN1C(=O)CCC1. (6) Given the product [CH3:23][C:20]1[N:19]=[CH:18][C:17]([O:16][C:12]2[CH:11]=[C:10]([C@@H:8]([NH2:7])[CH3:9])[CH:15]=[CH:14][CH:13]=2)=[CH:22][CH:21]=1, predict the reactants needed to synthesize it. The reactants are: C(OC(=O)[NH:7][C@H:8]([C:10]1[CH:15]=[CH:14][CH:13]=[C:12]([O:16][C:17]2[CH:18]=[N:19][C:20]([CH3:23])=[CH:21][CH:22]=2)[CH:11]=1)[CH3:9])(C)(C)C.Cl. (7) Given the product [Cl:1][C:2]1[CH:7]=[CH:6][C:5]([CH:8]2[C:12]3[N:13]([CH:22]4[CH2:25][O:24][CH2:23]4)[C:14]([CH:16]4[CH2:17][CH2:18][O:19][CH2:20][CH2:21]4)=[N:15][C:11]=3[C:10](=[O:26])[N:9]2[C:27]2[CH:28]=[C:29]([CH3:37])[C:30]3[N:34]=[N:33][N:32]([CH3:35])[C:31]=3[CH:36]=2)=[CH:4][CH:3]=1, predict the reactants needed to synthesize it. The reactants are: [Cl:1][C:2]1[CH:7]=[CH:6][C:5]([CH:8]2[C:12]3[N:13]([CH:22]4[CH2:25][O:24][CH2:23]4)[C:14]([C:16]4[CH2:17][CH2:18][O:19][CH2:20][CH:21]=4)=[N:15][C:11]=3[C:10](=[O:26])[N:9]2[C:27]2[CH:28]=[C:29]([CH3:37])[C:30]3[N:34]=[N:33][N:32]([CH3:35])[C:31]=3[CH:36]=2)=[CH:4][CH:3]=1. (8) Given the product [CH3:1][C@@H:2]1[O:4][C@@H:3]1[P:5]([OH:8])([OH:7])=[O:6].[CH2:12]1[C@@H:17]([NH2:18])[C@H:16]([O:19][C@H:20]2[O:25][C@H:24]([CH2:26][OH:27])[C@@H:23]([OH:28])[C@H:22]([NH2:29])[C@H:21]2[OH:30])[C@@H:15]([OH:31])[C@H:14]([O:32][C@H:33]2[O:38][C@H:37]([CH2:39][NH2:40])[C@@H:36]([OH:41])[CH2:35][C@H:34]2[NH2:42])[C@H:13]1[NH2:43], predict the reactants needed to synthesize it. The reactants are: [CH3:1][C@@H:2]1[O:4][C@@H:3]1[P:5]([O-:8])([O-:7])=[O:6].[Na+].[Na+].Cl.[CH2:12]1[C@@H:17]([NH2:18])[C@H:16]([O:19][C@H:20]2[O:25][C@H:24]([CH2:26][OH:27])[C@@H:23]([OH:28])[C@H:22]([NH2:29])[C@H:21]2[OH:30])[C@@H:15]([OH:31])[C@H:14]([O:32][C@H:33]2[O:38][C@H:37]([CH2:39][NH2:40])[C@@H:36]([OH:41])[CH2:35][C@H:34]2[NH2:42])[C@H:13]1[NH2:43]. (9) Given the product [O:30]1[CH2:31][CH2:32][N:27]([CH2:26][CH2:25][NH:24][C:21]2[N:22]=[CH:23][C:18]([C:44]3[CH:43]=[CH:7][C:6]([CH2:13][C:12]([NH:11][C:8]4[CH:7]=[C:6]([C:3]([CH3:4])([CH3:5])[C:2]([F:1])([F:15])[F:16])[O:10][N:9]=4)=[O:14])=[CH:3][CH:2]=3)=[CH:19][CH:20]=2)[CH2:28][CH2:29]1, predict the reactants needed to synthesize it. The reactants are: [F:1][C:2]([F:16])([F:15])[C:3]([C:6]1[O:10][N:9]=[C:8]([NH:11][C:12](=[O:14])[CH3:13])[CH:7]=1)([CH3:5])[CH3:4].Br[C:18]1[CH:19]=[CH:20][C:21]([NH:24][CH2:25][CH2:26][N:27]2[CH2:32][CH2:31][O:30][CH2:29][CH2:28]2)=[N:22][CH:23]=1.C(=O)([O-])[O-].[Na+].[Na+].O1[CH2:44][CH2:43]OCC1. (10) Given the product [F:19][C:2]([F:1])([F:18])[O:3][C:4]1[CH:5]=[CH:6][C:7]([C:10]2[N:15]=[CH:14][C:13]([CH2:16][OH:17])=[CH:12][CH:11]=2)=[CH:8][CH:9]=1, predict the reactants needed to synthesize it. The reactants are: [F:1][C:2]([F:19])([F:18])[O:3][C:4]1[CH:9]=[CH:8][C:7]([C:10]2[N:15]=[CH:14][C:13]([CH:16]=[O:17])=[CH:12][CH:11]=2)=[CH:6][CH:5]=1.[BH4-].[Na+].